Dataset: Catalyst prediction with 721,799 reactions and 888 catalyst types from USPTO. Task: Predict which catalyst facilitates the given reaction. (1) Reactant: [NH2:1][C:2]1[CH:7]=[CH:6][C:5]([C:8]2[C:12]3[C:13]([NH2:18])=[N:14][CH:15]=[C:16](I)[C:11]=3[S:10][CH:9]=2)=[CH:4][C:3]=1[O:19][CH3:20].[N:21]1([CH2:26][C:27]([NH2:29])=[O:28])[CH2:25][CH2:24][CH2:23][CH2:22]1.P([O-])([O-])([O-])=[O:31].[K+].[K+].[K+].[C@@H]1(N)CCCC[C@H]1N. Product: [C:3]([OH:19])(=[O:28])[CH3:4].[C:27]([OH:28])(=[O:31])[CH3:26].[C:3]([OH:19])(=[O:28])[CH3:4].[NH2:18][C:13]1[C:12]2[C:8]([C:5]3[CH:6]=[CH:7][C:2]([NH2:1])=[C:3]([O:19][CH3:20])[CH:4]=3)=[CH:9][S:10][C:11]=2[C:16]([NH:29][C:27](=[O:28])[CH2:26][N:21]2[CH2:25][CH2:24][CH2:23][CH2:22]2)=[CH:15][N:14]=1. The catalyst class is: 321. (2) Reactant: [Br:1][C:2]1[CH:8]=[CH:7][C:5]([NH2:6])=[CH:4][CH:3]=1.C(N(CC)CC)C.[C:16]([O:19][CH2:20][C:21](Cl)=[O:22])(=[O:18])[CH3:17]. Product: [Br:1][C:2]1[CH:8]=[CH:7][C:5]([NH:6][C:21](=[O:22])[CH2:20][O:19][C:16](=[O:18])[CH3:17])=[CH:4][CH:3]=1. The catalyst class is: 4. (3) Reactant: [Cl:1][C:2]1[N:11]=[C:10](Cl)[C:9]2[C:4](=[CH:5][CH:6]=[CH:7][CH:8]=2)[N:3]=1.[C:13]1([CH:19]([C:21]2[CH:26]=[CH:25][CH:24]=[CH:23][CH:22]=2)[NH2:20])[CH:18]=[CH:17][CH:16]=[CH:15][CH:14]=1.C(N(CC)CC)C. Product: [CH:19]([NH:20][C:10]1[C:9]2[C:4](=[CH:5][CH:6]=[CH:7][CH:8]=2)[N:3]=[C:2]([Cl:1])[N:11]=1)([C:21]1[CH:22]=[CH:23][CH:24]=[CH:25][CH:26]=1)[C:13]1[CH:18]=[CH:17][CH:16]=[CH:15][CH:14]=1. The catalyst class is: 1. (4) Reactant: [CH3:1][O:2][C:3]([C@H:5]([CH2:10][CH:11]([CH3:13])[CH3:12])[CH2:6][C:7]([OH:9])=O)=[O:4].C(Cl)CCl.C1C=CC2N(O)N=NC=2C=1.[O:28]1[CH2:33][CH2:32][CH2:31][CH2:30][CH:29]1[O:34][NH2:35].CCN(CC)CC. Product: [CH3:12][CH:11]([CH3:13])[CH2:10][C@H:5]([CH2:6][C:7](=[O:9])[NH:35][O:34][CH:29]1[CH2:30][CH2:31][CH2:32][CH2:33][O:28]1)[C:3]([O:2][CH3:1])=[O:4]. The catalyst class is: 1. (5) Reactant: [OH:1][C:2]([C@@H:5]1[CH2:9][CH2:8][CH2:7][N:6]1[C:10]([O:12][CH2:13][C:14]1[CH:19]=[CH:18][CH:17]=[CH:16][CH:15]=1)=[O:11])([CH3:4])[CH3:3].[CH3:20]N(C1C2C(N(C)C)=CC=CC=2C=CC=1)C.F[B-](F)(F)F.C[O+](C)C. Product: [CH3:20][O:1][C:2]([C@@H:5]1[CH2:9][CH2:8][CH2:7][N:6]1[C:10]([O:12][CH2:13][C:14]1[CH:15]=[CH:16][CH:17]=[CH:18][CH:19]=1)=[O:11])([CH3:4])[CH3:3]. The catalyst class is: 4.